From a dataset of Peptide-MHC class I binding affinity with 185,985 pairs from IEDB/IMGT. Regression. Given a peptide amino acid sequence and an MHC pseudo amino acid sequence, predict their binding affinity value. This is MHC class I binding data. (1) The peptide sequence is SSLSCEGQK. The MHC is HLA-A68:01 with pseudo-sequence HLA-A68:01. The binding affinity (normalized) is 0.407. (2) The peptide sequence is IRNLVKRYK. The MHC is HLA-B08:01 with pseudo-sequence HLA-B08:01. The binding affinity (normalized) is 0.0847.